Dataset: Catalyst prediction with 721,799 reactions and 888 catalyst types from USPTO. Task: Predict which catalyst facilitates the given reaction. (1) Reactant: [I:1][C:2]1[C:10]2[C:5](=[CH:6][CH:7]=[C:8]([C:11]([OH:13])=O)[CH:9]=2)[NH:4][N:3]=1.[CH:14]1([CH:20]([C:22]2[CH:27]=[CH:26][CH:25]=[CH:24][CH:23]=2)[NH2:21])[CH2:19][CH2:18][CH2:17][CH2:16][CH2:15]1.CN(C(ON1N=NC2C=CC=CC1=2)=[N+](C)C)C.[B-](F)(F)(F)F.CCN(C(C)C)C(C)C. Product: [CH:22]1([CH:20]([C:14]2[CH:15]=[CH:16][CH:17]=[CH:18][CH:19]=2)[NH:21][C:11]([C:8]2[CH:9]=[C:10]3[C:5](=[CH:6][CH:7]=2)[NH:4][N:3]=[C:2]3[I:1])=[O:13])[CH2:23][CH2:24][CH2:25][CH2:26][CH2:27]1. The catalyst class is: 3. (2) Reactant: [Br:1][C:2]1[CH:3]=[CH:4][C:5]([N:8]2[CH2:13][CH2:12][N:11]([C:14]([O:16][CH2:17][C:18]([O:20]CC)=O)=[O:15])[CH2:10][CH2:9]2)=[N:6][CH:7]=1.[CH3:23][NH2:24].C(OC(C)C)(C)C. Product: [Br:1][C:2]1[CH:3]=[CH:4][C:5]([N:8]2[CH2:9][CH2:10][N:11]([C:14]([O:16][CH2:17][C:18]([NH:24][CH3:23])=[O:20])=[O:15])[CH2:12][CH2:13]2)=[N:6][CH:7]=1. The catalyst class is: 7. (3) Reactant: [H-].[Na+].[NH2:3][C:4]1[CH:9]=[CH:8][C:7]([OH:10])=[C:6]([CH3:11])[C:5]=1[CH3:12].[CH2:13]([O:20][C:21]1[CH:30]=[C:29]2[C:24]([C:25](Cl)=[CH:26][CH:27]=[N:28]2)=[CH:23][C:22]=1[O:32][CH3:33])[C:14]1[CH:19]=[CH:18][CH:17]=[CH:16][CH:15]=1.C(=O)([O-])O.[Na+]. Product: [CH2:13]([O:20][C:21]1[CH:30]=[C:29]2[C:24]([C:25]([O:10][C:7]3[CH:8]=[CH:9][C:4]([NH2:3])=[C:5]([CH3:12])[C:6]=3[CH3:11])=[CH:26][CH:27]=[N:28]2)=[CH:23][C:22]=1[O:32][CH3:33])[C:14]1[CH:15]=[CH:16][CH:17]=[CH:18][CH:19]=1. The catalyst class is: 16. (4) Reactant: [CH3:1][C:2]1([CH3:26])[CH2:11][CH2:10][C:9]([CH3:13])([CH3:12])[C:8]2[CH:7]=[C:6]([C:14]3[N:19]=[C:18]([N:20]4[CH2:25][CH2:24][NH:23][CH2:22][CH2:21]4)[CH:17]=[CH:16][CH:15]=3)[CH:5]=[CH:4][C:3]1=2.C(OC([NH:34][C@H:35]([C:39](O)=[O:40])[C@@H:36]([CH3:38])[OH:37])=O)(C)(C)C.C1C=CC2N(O)N=NC=2C=1.Cl.CN(C)CCCN=C=NCC.CCN(C(C)C)C(C)C. Product: [NH2:34][C@@H:35]([CH:36]([OH:37])[CH3:38])[C:39]([N:23]1[CH2:22][CH2:21][N:20]([C:18]2[CH:17]=[CH:16][CH:15]=[C:14]([C:6]3[CH:5]=[CH:4][C:3]4[C:2]([CH3:26])([CH3:1])[CH2:11][CH2:10][C:9]([CH3:12])([CH3:13])[C:8]=4[CH:7]=3)[N:19]=2)[CH2:25][CH2:24]1)=[O:40]. The catalyst class is: 1. (5) Reactant: [NH2:1][C:2]1[C:3]([C:14]2[C:15]([Cl:34])=[C:16]([NH:21][C:22](=[O:33])[C:23]3[CH:28]=[CH:27][CH:26]=[C:25]([C:29]([F:32])([F:31])[F:30])[CH:24]=3)[CH:17]=[CH:18][C:19]=2[Cl:20])=[CH:4][C:5]2[CH:10]=[N:9][C:8]([S:11][CH3:12])=[N:7][C:6]=2[N:13]=1.[H-].[Na+].[C:37]([N:41]=[C:42]=[O:43])([CH3:40])([CH3:39])[CH3:38].O. Product: [C:37]([NH:41][C:42](=[O:43])[NH:1][C:2]1[C:3]([C:14]2[C:15]([Cl:34])=[C:16]([NH:21][C:22](=[O:33])[C:23]3[CH:28]=[CH:27][CH:26]=[C:25]([C:29]([F:32])([F:31])[F:30])[CH:24]=3)[CH:17]=[CH:18][C:19]=2[Cl:20])=[CH:4][C:5]2[CH:10]=[N:9][C:8]([S:11][CH3:12])=[N:7][C:6]=2[N:13]=1)([CH3:40])([CH3:39])[CH3:38]. The catalyst class is: 3. (6) Reactant: [CH:1]([Si:4]([CH:13]([CH3:15])[CH3:14])([CH:10]([CH3:12])[CH3:11])[C:5]1[S:6][CH:7]=[CH:8][N:9]=1)([CH3:3])[CH3:2].C([Li])CCC.[I:21]CCI. Product: [I:21][C:7]1[S:6][C:5]([Si:4]([CH:1]([CH3:3])[CH3:2])([CH:10]([CH3:12])[CH3:11])[CH:13]([CH3:15])[CH3:14])=[N:9][CH:8]=1. The catalyst class is: 54. (7) Reactant: [CH2:1]([N:5]([CH2:7][C:8]1[N:13]([CH2:14][CH2:15][C:16]2[CH:28]=[CH:27][C:19]([C:20]([O:22]C(C)(C)C)=[O:21])=[CH:18][CH:17]=2)[C:12](=[O:29])[C:11]([Cl:30])=[CH:10][C:9]=1[Cl:31])[CH3:6])[CH2:2][CH2:3][CH3:4].C(OCC)(=O)C.Cl. Product: [CH2:1]([N:5]([CH2:7][C:8]1[N:13]([CH2:14][CH2:15][C:16]2[CH:17]=[CH:18][C:19]([C:20]([OH:22])=[O:21])=[CH:27][CH:28]=2)[C:12](=[O:29])[C:11]([Cl:30])=[CH:10][C:9]=1[Cl:31])[CH3:6])[CH2:2][CH2:3][CH3:4]. The catalyst class is: 13. (8) Reactant: [NH2:1][C:2]1[C:11]2[N:10]=[CH:9][C:8]([CH2:12][CH2:13][C:14]3[CH:30]=[CH:29][C:17]([O:18][CH2:19][CH2:20][P:21](=[O:28])([O:25]CC)[O:22]CC)=[CH:16][C:15]=3[CH3:31])=[CH:7][C:6]=2[C:5]2[CH:32]=[CH:33][C:34]([CH3:36])=[CH:35][C:4]=2[N:3]=1.C(O)(C(F)(F)F)=O. Product: [NH2:1][C:2]1[C:11]2[N:10]=[CH:9][C:8]([CH2:12][CH2:13][C:14]3[CH:30]=[CH:29][C:17]([O:18][CH2:19][CH2:20][P:21](=[O:22])([OH:25])[OH:28])=[CH:16][C:15]=3[CH3:31])=[CH:7][C:6]=2[C:5]2[CH:32]=[CH:33][C:34]([CH3:36])=[CH:35][C:4]=2[N:3]=1. The catalyst class is: 16. (9) Reactant: C(OC([N:8]1[CH2:12][CH2:11][C@@H:10]([NH:13][S:14]([C:17]2[CH:22]=[CH:21][C:20]([C:23]3[N:27]=[C:26]([C:28]([F:31])([F:30])[F:29])[O:25][N:24]=3)=[CH:19][CH:18]=2)(=[O:16])=[O:15])[CH2:9]1)=O)(C)(C)C.O1CCOCC1. Product: [NH:8]1[CH2:12][CH2:11][C@@H:10]([NH:13][S:14]([C:17]2[CH:22]=[CH:21][C:20]([C:23]3[N:27]=[C:26]([C:28]([F:31])([F:30])[F:29])[O:25][N:24]=3)=[CH:19][CH:18]=2)(=[O:15])=[O:16])[CH2:9]1. The catalyst class is: 33.